Dataset: Reaction yield outcomes from USPTO patents with 853,638 reactions. Task: Predict the reaction yield, written as a fraction of the theoretical maximum amount of product (1.0 means a 100% yield; for example, 0.34 means a 34% yield). (1) The yield is 0.960. The catalyst is C1COCC1. The reactants are [F:1][C:2]1[CH:7]=[CH:6][CH:5]=[C:4]([F:8])[C:3]=1[S:9]([NH:12][C:13]1[CH:14]=[C:15]([CH:21]=[CH:22][CH:23]=1)[C:16]([O:18]CC)=O)(=[O:11])=[O:10].[Li+].C[Si]([N-][Si](C)(C)C)(C)C.[Cl:34][C:35]1[N:40]=[C:39]([CH3:41])[CH:38]=[CH:37][N:36]=1. The product is [Cl:34][C:35]1[N:40]=[C:39](/[CH:41]=[C:16](/[C:15]2[CH:14]=[C:13]([NH:12][S:9]([C:3]3[C:2]([F:1])=[CH:7][CH:6]=[CH:5][C:4]=3[F:8])(=[O:11])=[O:10])[CH:23]=[CH:22][CH:21]=2)\[OH:18])[CH:38]=[CH:37][N:36]=1. (2) The reactants are P(O)(O)(O)=O.[F:6][C:7]1[CH:8]=[C:9]([S:19][C:20]2[CH:25]=[CH:24][CH:23]=[C:22]([F:26])[CH:21]=2)[CH:10]=[C:11]2[C:16]=1[C@H:15](NC)[CH2:14][CH2:13][CH2:12]2.[NH2:27][C:28]([NH2:30])=[O:29].O.[CH3:32]N1CCCC1=O. No catalyst specified. The product is [F:6][C:7]1[CH:8]=[C:9]([S:19][C:20]2[CH:25]=[CH:24][CH:23]=[C:22]([F:26])[CH:21]=2)[CH:10]=[C:11]2[C:16]=1[C@H:15]([CH2:32][NH:27][C:28]([NH2:30])=[O:29])[CH2:14][CH2:13][CH2:12]2. The yield is 0.938.